From a dataset of Forward reaction prediction with 1.9M reactions from USPTO patents (1976-2016). Predict the product of the given reaction. (1) Given the reactants [Br:1][CH2:2][CH2:3][CH2:4][C:5]([OH:7])=[O:6].[Cl:8][C:9]([Cl:13])([Cl:12])[CH2:10]O.O.C1(C)C=CC(S(O)(=O)=O)=CC=1, predict the reaction product. The product is: [Br:1][CH2:2][CH2:3][CH2:4][C:5]([O:7][CH2:10][C:9]([Cl:13])([Cl:12])[Cl:8])=[O:6]. (2) The product is: [CH2:1]([O:3][C:4](=[O:17])[CH:5]([O:14][CH2:15][CH3:16])[CH2:6][C:7]1[CH:8]=[CH:9][C:10]([O:13][CH2:31][CH2:30][CH2:29][C:25]2[CH:26]=[CH:27][CH:28]=[C:23]([O:22][S:19]([CH3:18])(=[O:21])=[O:20])[CH:24]=2)=[CH:11][CH:12]=1)[CH3:2]. Given the reactants [CH2:1]([O:3][C:4](=[O:17])[CH:5]([O:14][CH2:15][CH3:16])[CH2:6][C:7]1[CH:12]=[CH:11][C:10]([OH:13])=[CH:9][CH:8]=1)[CH3:2].[CH3:18][S:19]([O:22][C:23]1[CH:24]=[C:25]([CH2:29][CH2:30][CH2:31]CS([O-])(=O)=O)[CH:26]=[CH:27][CH:28]=1)(=[O:21])=[O:20], predict the reaction product. (3) Given the reactants [CH3:1][N:2]([CH2:7][C:8]([C:10]1[CH:15]=[CH:14][C:13]([Cl:16])=[CH:12][CH:11]=1)=O)[C:3]([O:5][CH3:6])=[O:4].C(O)(=O)C.O.[NH2:22][NH2:23], predict the reaction product. The product is: [CH3:1][N:2]([CH2:7][C:8](=[N:22][NH2:23])[C:10]1[CH:15]=[CH:14][C:13]([Cl:16])=[CH:12][CH:11]=1)[C:3]([O:5][CH3:6])=[O:4]. (4) The product is: [C:20]([C:24]1[CH:25]=[C:26]([NH:37][C:17](=[O:19])[CH2:16][C:13]2[CH:12]=[CH:11][C:10]([N:3]3[C:4]4=[N:5][CH:6]=[CH:7][CH:8]=[C:9]4[N:1]=[CH:2]3)=[CH:15][CH:14]=2)[N:27]([C:29]2[CH:34]=[CH:33][C:32]([CH3:35])=[CH:31][C:30]=2[CH3:36])[N:28]=1)([CH3:23])([CH3:22])[CH3:21]. Given the reactants [N:1]1[C:9]2[C:4](=[N:5][CH:6]=[CH:7][CH:8]=2)[N:3]([C:10]2[CH:15]=[CH:14][C:13]([CH2:16][C:17]([OH:19])=O)=[CH:12][CH:11]=2)[CH:2]=1.[C:20]([C:24]1[CH:25]=[C:26]([NH2:37])[N:27]([C:29]2[CH:34]=[CH:33][C:32]([CH3:35])=[CH:31][C:30]=2[CH3:36])[N:28]=1)([CH3:23])([CH3:22])[CH3:21], predict the reaction product.